This data is from CYP1A2 inhibition data for predicting drug metabolism from PubChem BioAssay. The task is: Regression/Classification. Given a drug SMILES string, predict its absorption, distribution, metabolism, or excretion properties. Task type varies by dataset: regression for continuous measurements (e.g., permeability, clearance, half-life) or binary classification for categorical outcomes (e.g., BBB penetration, CYP inhibition). Dataset: cyp1a2_veith. (1) The drug is CN(C)c1ccnc(Oc2ccc(Cl)cc2)c1C#N. The result is 1 (inhibitor). (2) The molecule is c1ccc(CSc2ncnc3c2sc2nc(N4CCOCC4)c4c(c23)CCCC4)cc1. The result is 0 (non-inhibitor). (3) The drug is COc1ccc(-c2cc(C(F)(F)F)n3nc(C(=O)N4CCCCC4)cc3n2)cc1. The result is 1 (inhibitor).